From a dataset of Peptide-MHC class II binding affinity with 134,281 pairs from IEDB. Regression. Given a peptide amino acid sequence and an MHC pseudo amino acid sequence, predict their binding affinity value. This is MHC class II binding data. (1) The peptide sequence is RGFTGLQGLPGPPGPSGD. The MHC is DRB1_0405 with pseudo-sequence DRB1_0405. The binding affinity (normalized) is 0.376. (2) The peptide sequence is RIEEVTRMAMTDTTP. The MHC is DRB1_1301 with pseudo-sequence DRB1_1301. The binding affinity (normalized) is 0.655.